Dataset: Forward reaction prediction with 1.9M reactions from USPTO patents (1976-2016). Task: Predict the product of the given reaction. (1) The product is: [Br:1][C:2]1[C:6]2[CH:7]=[N:8][C:9]([NH2:12])=[C:10]([O:11][CH:22]([CH3:23])[CH2:21][C:15]3[CH:20]=[CH:19][CH:18]=[CH:17][CH:16]=3)[C:5]=2[O:4][CH:3]=1. Given the reactants [Br:1][C:2]1[C:6]2[CH:7]=[N:8][C:9]([N+:12]([O-])=O)=[C:10]([OH:11])[C:5]=2[O:4][CH:3]=1.[C:15]1([CH2:21][CH:22](O)[CH3:23])[CH:20]=[CH:19][CH:18]=[CH:17][CH:16]=1.ClC1C(F)=CC=C(Cl)C=1[C@H](OC1C2OC=CC=2C=NC=1[N+]([O-])=O)C, predict the reaction product. (2) Given the reactants Br[C:2]1[N:6](COCC[Si](C)(C)C)[C:5]([C:15]2[CH:20]=[CH:19][CH:18]=[CH:17][CH:16]=2)=[C:4]([C:21]#[N:22])[CH:3]=1.Cl[C:24]1[N:29]=[CH:28][N:27]=[C:26]([NH:30]C)[CH:25]=1, predict the reaction product. The product is: [NH2:30][C:26]1[N:27]=[CH:28][N:29]=[C:24]([C:2]2[NH:6][C:5]([C:15]3[CH:16]=[CH:17][CH:18]=[CH:19][CH:20]=3)=[C:4]([C:21]#[N:22])[CH:3]=2)[CH:25]=1. (3) The product is: [CH2:3]([O:5][C:6](=[O:12])[CH2:7][NH:8][CH2:9][CH2:10][NH:11][S:27]([C:25]1[S:26][C:22]([C:17]2[CH:18]=[CH:19][CH:20]=[CH:21][C:16]=2[N+:13]([O-:15])=[O:14])=[N:23][N:24]=1)(=[O:28])=[O:29])[CH3:4]. Given the reactants Cl.Cl.[CH2:3]([O:5][C:6](=[O:12])[CH2:7][NH:8][CH2:9][CH2:10][NH2:11])[CH3:4].[N+:13]([C:16]1[CH:21]=[CH:20][CH:19]=[CH:18][C:17]=1[C:22]1[S:26][C:25]([S:27](Cl)(=[O:29])=[O:28])=[N:24][N:23]=1)([O-:15])=[O:14], predict the reaction product. (4) Given the reactants [CH2:1]([O:3][C:4]([C:6]1[S:10][C:9]([NH:11][C:12]2[CH:17]=[C:16]([CH:18](OC)[O:19]C)[CH:15]=[CH:14][C:13]=2[N+:23]([O-:25])=[O:24])=[N:8][C:7]=1[C:26]1[CH:31]=[CH:30][CH:29]=[CH:28][CH:27]=1)=[O:5])[CH3:2].Cl, predict the reaction product. The product is: [CH2:1]([O:3][C:4]([C:6]1[S:10][C:9]([NH:11][C:12]2[CH:17]=[C:16]([CH:18]=[O:19])[CH:15]=[CH:14][C:13]=2[N+:23]([O-:25])=[O:24])=[N:8][C:7]=1[C:26]1[CH:31]=[CH:30][CH:29]=[CH:28][CH:27]=1)=[O:5])[CH3:2]. (5) Given the reactants C(OC([N:8]1[CH2:13][CH2:12][CH:11]([CH2:14][C:15](=[O:37])[NH:16][C:17]2[CH:18]=[C:19]3[C:35](=[O:36])[NH:34][N:33]=[CH:32][C:21]4=[C:22]([C:26]5[CH:31]=[CH:30][CH:29]=[CH:28][CH:27]=5)[NH:23][C:24]([CH:25]=2)=[C:20]34)[CH2:10][CH2:9]1)=O)(C)(C)C.[C:38]([OH:44])([C:40]([F:43])([F:42])[F:41])=[O:39], predict the reaction product. The product is: [F:41][C:40]([F:43])([F:42])[C:38]([OH:44])=[O:39].[O:36]=[C:35]1[C:19]2[C:20]3[C:21](=[C:22]([C:26]4[CH:31]=[CH:30][CH:29]=[CH:28][CH:27]=4)[NH:23][C:24]=3[CH:25]=[C:17]([NH:16][C:15](=[O:37])[CH2:14][CH:11]3[CH2:10][CH2:9][NH:8][CH2:13][CH2:12]3)[CH:18]=2)[CH:32]=[N:33][NH:34]1. (6) Given the reactants CO[C:3]([C:5]1[C:13]2[C:8](=[CH:9][C:10]([Cl:22])=[C:11](B3OCC(C)(C)CO3)[CH:12]=2)[NH:7][CH:6]=1)=[O:4].C(=O)([O-])[O-].[K+].[K+].Br[C:30]1[CH:41]=[CH:40][C:33]([O:34][CH2:35][C:36]([NH:38][CH3:39])=[O:37])=[CH:32][CH:31]=1, predict the reaction product. The product is: [Cl:22][C:10]1[CH:9]=[C:8]2[C:13]([C:5]([CH:3]=[O:4])=[CH:6][NH:7]2)=[CH:12][C:11]=1[C:30]1[CH:41]=[CH:40][C:33]([O:34][CH2:35][C:36]([NH:38][CH3:39])=[O:37])=[CH:32][CH:31]=1. (7) Given the reactants [Cl:1][C:2]1[CH:37]=[CH:36][C:35]([CH2:38][CH2:39][O:40][CH3:41])=[CH:34][C:3]=1[CH2:4][N:5]([CH:31]1[CH2:33][CH2:32]1)[C:6]([C@@H:8]1[C@:13]([C:16]2[CH:21]=[CH:20][C:19]([F:22])=[C:18]([F:23])[CH:17]=2)([O:14][CH3:15])[CH2:12][CH2:11][N:10](C(OC(C)(C)C)=O)[CH2:9]1)=[O:7].Cl, predict the reaction product. The product is: [Cl:1][C:2]1[CH:37]=[CH:36][C:35]([CH2:38][CH2:39][O:40][CH3:41])=[CH:34][C:3]=1[CH2:4][N:5]([CH:31]1[CH2:32][CH2:33]1)[C:6]([CH:8]1[C:13]([C:16]2[CH:21]=[CH:20][C:19]([F:22])=[C:18]([F:23])[CH:17]=2)([O:14][CH3:15])[CH2:12][CH2:11][NH:10][CH2:9]1)=[O:7].